This data is from Catalyst prediction with 721,799 reactions and 888 catalyst types from USPTO. The task is: Predict which catalyst facilitates the given reaction. (1) Reactant: [C:1]1([C:11]([C:13]2[N:14]=[C:15]([C@@H:18]3[CH2:23][N:22]4[CH2:24][CH2:25][CH2:26][C@@H:21]4[CH2:20][NH:19]3)[S:16][CH:17]=2)=[O:12])[C:10]2[C:5](=[CH:6][CH:7]=[CH:8][CH:9]=2)[CH:4]=[CH:3][CH:2]=1.[C:27]([O:31][C:32]([N:34]([CH3:50])[C@H:35]([C:37]([NH:39][C@@H:40]([CH:44]1[CH2:49][CH2:48][CH2:47][CH2:46][CH2:45]1)[C:41](O)=[O:42])=[O:38])[CH3:36])=[O:33])([CH3:30])([CH3:29])[CH3:28].[Cl-].COC1N=C(OC)N=C([N+]2(C)CCOCC2)N=1. Product: [C:27]([O:31][C:32](=[O:33])[N:34]([C@@H:35]([CH3:36])[C:37]([NH:39][C@@H:40]([CH:44]1[CH2:49][CH2:48][CH2:47][CH2:46][CH2:45]1)[C:41]([N:19]1[C@H:18]([C:15]2[S:16][CH:17]=[C:13]([C:11]([C:1]3[C:10]4[C:5](=[CH:6][CH:7]=[CH:8][CH:9]=4)[CH:4]=[CH:3][CH:2]=3)=[O:12])[N:14]=2)[CH2:23][N:22]2[CH2:24][CH2:25][CH2:26][C@@H:21]2[CH2:20]1)=[O:42])=[O:38])[CH3:50])([CH3:30])([CH3:28])[CH3:29]. The catalyst class is: 253. (2) Reactant: [C:1]([C:5]1[CH:14]=[CH:13][C:8]2[NH:9][C:10](Cl)=[N:11][C:7]=2[CH:6]=1)([CH3:4])([CH3:3])[CH3:2].[NH2:15][C:16]1[N:24]=[CH:23][N:22]=[C:21]2[C:17]=1[N:18]=[CH:19][N:20]2[C@H:25]1[C@@H:29]2[O:30][C:31]([CH3:34])([CH3:33])[O:32][C@@H:28]2[C@@H:27]([CH2:35][N:36]([CH2:41][CH3:42])[CH2:37][CH2:38][CH2:39][NH2:40])[O:26]1. Product: [NH2:15][C:16]1[N:24]=[CH:23][N:22]=[C:21]2[C:17]=1[N:18]=[CH:19][N:20]2[C@H:25]1[C@@H:29]2[O:30][C:31]([CH3:33])([CH3:34])[O:32][C@@H:28]2[C@@H:27]([CH2:35][N:36]([CH2:41][CH3:42])[CH2:37][CH2:38][CH2:39][NH:40][C:10]2[NH:9][C:8]3[CH:13]=[CH:14][C:5]([C:1]([CH3:4])([CH3:3])[CH3:2])=[CH:6][C:7]=3[N:11]=2)[O:26]1. The catalyst class is: 114. (3) Reactant: [F:1][CH:2]1[CH2:6][CH2:5][N:4]([C:7]2[CH:14]=[CH:13][C:12]([C:15]3[O:19][N:18]=[C:17]([C:20]4[CH:30]=[CH:29][C:23]5[CH2:24][CH2:25][NH:26][CH2:27][CH2:28][C:22]=5[CH:21]=4)[N:16]=3)=[CH:11][C:8]=2[C:9]#[N:10])[CH2:3]1.[CH2:31]([OH:36])[CH:32]([OH:35])[CH:33]=O.C(O)(=O)C.C(O[BH-](OC(=O)C)OC(=O)C)(=O)C.[Na+]. Product: [OH:35][CH:32]([CH2:31][OH:36])[CH2:33][N:26]1[CH2:25][CH2:24][C:23]2[CH:29]=[CH:30][C:20]([C:17]3[N:16]=[C:15]([C:12]4[CH:13]=[CH:14][C:7]([N:4]5[CH2:5][CH2:6][CH:2]([F:1])[CH2:3]5)=[C:8]([CH:11]=4)[C:9]#[N:10])[O:19][N:18]=3)=[CH:21][C:22]=2[CH2:28][CH2:27]1. The catalyst class is: 76. (4) Reactant: [NH:1]([C:14]([O:16][CH2:17][C:18]1[CH:23]=[CH:22][CH:21]=[CH:20][CH:19]=1)=[O:15])[C@H:2]([C:11]([OH:13])=[O:12])[CH2:3][C:4](=[O:10])[O:5][C:6]([CH3:9])([CH3:8])[CH3:7].O.[C:25]([O-])([O-])=O.[K+].[K+].CI. Product: [CH3:25][O:12][C:11](=[O:13])[C@@H:2]([NH:1][C:14]([O:16][CH2:17][C:18]1[CH:23]=[CH:22][CH:21]=[CH:20][CH:19]=1)=[O:15])[CH2:3][C:4]([O:5][C:6]([CH3:9])([CH3:8])[CH3:7])=[O:10]. The catalyst class is: 3. (5) Reactant: [NH2:1][C:2]1[C:7]([F:8])=[C:6]([C:9]2[CH:14]=[C:13]([F:15])[C:12]([Si](C)(C)C)=[CH:11][C:10]=2[F:20])[N:5]=[C:4]([C:21]([O:23][CH3:24])=[O:22])[C:3]=1[Cl:25].[Br:26]Br.[O-]S([O-])(=S)=O.[Na+].[Na+]. Product: [NH2:1][C:2]1[C:7]([F:8])=[C:6]([C:9]2[CH:14]=[C:13]([F:15])[C:12]([Br:26])=[CH:11][C:10]=2[F:20])[N:5]=[C:4]([C:21]([O:23][CH3:24])=[O:22])[C:3]=1[Cl:25]. The catalyst class is: 2. (6) Reactant: [CH2:1]([N:8]1[CH:13]([CH2:14][O:15][CH:16]([F:18])[F:17])[CH2:12][O:11][CH:10]([CH3:19])[C:9]1=[O:20])[C:2]1[CH:7]=[CH:6][CH:5]=[CH:4][CH:3]=1.[CH3:21][Si](C)(C)[N-][Si](C)(C)C.[Li+].[CH2:31](I)[CH:32]=C. Product: [CH2:19]([C:10]1([CH3:21])[O:11][CH2:12][CH:13]([CH2:14][O:15][CH:16]([F:17])[F:18])[N:8]([CH2:1][C:2]2[CH:7]=[CH:6][CH:5]=[CH:4][CH:3]=2)[C:9]1=[O:20])[CH:31]=[CH2:32]. The catalyst class is: 7. (7) Reactant: [C:1]([O:5][C:6]([N:8]1[CH2:12][C@H:11]([C:13]2[CH:18]=[CH:17][CH:16]=[CH:15][CH:14]=2)[C@@H:10]([OH:19])[CH2:9]1)=[O:7])([CH3:4])([CH3:3])[CH3:2].[F:20][C:21]([F:42])([F:41])[C:22]1[CH:23]=[C:24]([C@@H:32](OC(=N)C(Cl)(Cl)Cl)[CH3:33])[CH:25]=[C:26]([C:28]([F:31])([F:30])[F:29])[CH:27]=1. Product: [F:20][C:21]([F:41])([F:42])[C:22]1[CH:23]=[C:24]([C@H:32]([O:19][C@@H:10]2[C@@H:11]([C:13]3[CH:14]=[CH:15][CH:16]=[CH:17][CH:18]=3)[CH2:12][N:8]([C:6]([O:5][C:1]([CH3:4])([CH3:2])[CH3:3])=[O:7])[CH2:9]2)[CH3:33])[CH:25]=[C:26]([C:28]([F:29])([F:30])[F:31])[CH:27]=1. The catalyst class is: 2. (8) Reactant: [NH:1]1[CH2:6][CH2:5][CH:4]([N:7]([CH2:18][CH3:19])[C:8](=[O:17])[CH2:9][C:10]2[CH:15]=[CH:14][C:13]([F:16])=[CH:12][CH:11]=2)[CH2:3][CH2:2]1.CCN(C(C)C)C(C)C.Cl[CH2:30][CH2:31][C:32]([C:34]1[CH:39]=[CH:38][C:37]([F:40])=[CH:36][CH:35]=1)=[O:33]. Product: [F:40][C:37]1[CH:36]=[CH:35][C:34]([C:32](=[O:33])[CH2:31][CH2:30][N:1]2[CH2:2][CH2:3][CH:4]([N:7]([CH2:18][CH3:19])[C:8](=[O:17])[CH2:9][C:10]3[CH:11]=[CH:12][C:13]([F:16])=[CH:14][CH:15]=3)[CH2:5][CH2:6]2)=[CH:39][CH:38]=1. The catalyst class is: 3. (9) Reactant: C(OC([N:8]1[CH2:13][CH2:12][CH2:11][CH2:10][C@H:9]1[CH2:14][NH:15][C:16]1[C:25]2[C:20](=[CH:21][CH:22]=[CH:23][CH:24]=2)[N:19]=[CH:18][N:17]=1)=O)(C)(C)C. Product: [N:19]1[C:20]2[C:25](=[CH:24][CH:23]=[CH:22][CH:21]=2)[C:16]([NH:15][CH2:14][C@@H:9]2[CH2:10][CH2:11][CH2:12][CH2:13][NH:8]2)=[N:17][CH:18]=1. The catalyst class is: 55.